From a dataset of Forward reaction prediction with 1.9M reactions from USPTO patents (1976-2016). Predict the product of the given reaction. (1) Given the reactants [CH2:1]([O:5][C:6]1[CH:7]=[C:8]2[C:12](=[CH:13][C:14]=1[C:15]([CH3:18])([CH3:17])[CH3:16])[C:11](=[O:19])[CH:10]([CH3:20])[CH2:9]2)[CH:2]([CH3:4])[CH3:3].CC([O-])=O.[Na+].ClCCl.[Br:29]Br.[O-]S([O-])=O.[Na+].[Na+], predict the reaction product. The product is: [Br:29][C:7]1[C:6]([O:5][CH2:1][CH:2]([CH3:4])[CH3:3])=[C:14]([C:15]([CH3:17])([CH3:16])[CH3:18])[CH:13]=[C:12]2[C:8]=1[CH2:9][CH:10]([CH3:20])[C:11]2=[O:19]. (2) Given the reactants [Cl:1][C:2]1[CH:3]=[CH:4][C:5]([N:15]2[CH:19]=[C:18]([Cl:20])[N:17]=[N:16]2)=[C:6]([C:8]2[N:13]=[CH:12][N:11]=[C:10]([OH:14])[CH:9]=2)[CH:7]=1.CN(C(ON1N=NC2C=CC=NC1=2)=[N+](C)C)C.F[P-](F)(F)(F)(F)F.C1CCN2C(=NCCC2)CC1.N[C@@H:57]1[C:73]2[CH:74]=[C:69]([CH:70]=[N:71][CH:72]=2)[C:68]2[N:67]([CH:75]([F:77])[F:76])[N:66]=[CH:65][C:64]=2[NH:63][C:62](=[O:78])[C@H:61]([CH3:79])[CH2:60][CH2:59][CH2:58]1, predict the reaction product. The product is: [Cl:1][C:2]1[CH:3]=[CH:4][C:5]([N:15]2[CH:19]=[C:18]([Cl:20])[N:17]=[N:16]2)=[C:6]([C:8]2[N:13]=[CH:12][N:11]([C@@H:57]3[C:73]4[CH:74]=[C:69]([CH:70]=[N:71][CH:72]=4)[C:68]4[N:67]([CH:75]([F:76])[F:77])[N:66]=[CH:65][C:64]=4[NH:63][C:62](=[O:78])[C@H:61]([CH3:79])[CH2:60][CH2:59][CH2:58]3)[C:10](=[O:14])[CH:9]=2)[CH:7]=1. (3) Given the reactants [O:1]1[CH:5]=[N:4][N:3]=[C:2]1[C:6]1[CH:11]=[CH:10][C:9](B(O)O)=[CH:8][CH:7]=1.[CH2:15]([O:19][C:20]([N:22]([C:33]1[C:38]([O:39][CH3:40])=[N:37][C:36]([CH3:41])=[CH:35][N:34]=1)[S:23]([C:26]1[C:27](Cl)=[N:28][CH:29]=[CH:30][CH:31]=1)(=[O:25])=[O:24])=[O:21])[CH:16]([CH3:18])[CH3:17], predict the reaction product. The product is: [CH2:15]([O:19][C:20]([N:22]([C:33]1[C:38]([O:39][CH3:40])=[N:37][C:36]([CH3:41])=[CH:35][N:34]=1)[S:23]([C:26]1[C:27]([C:9]2[CH:10]=[CH:11][C:6]([C:2]3[O:1][CH:5]=[N:4][N:3]=3)=[CH:7][CH:8]=2)=[N:28][CH:29]=[CH:30][CH:31]=1)(=[O:25])=[O:24])=[O:21])[CH:16]([CH3:18])[CH3:17]. (4) Given the reactants [OH:1][C@@H:2]1[CH2:6][N:5]([C:7]([O:9][C:10]([CH3:13])([CH3:12])[CH3:11])=[O:8])[C@H:4]([C:14]([O:16][CH3:17])=[O:15])[CH2:3]1.[N+:18]([C:21]1[CH:22]=[C:23]([S:27](Cl)(=[O:29])=[O:28])[CH:24]=[CH:25][CH:26]=1)([O-:20])=[O:19].C(N(CC)CC)C, predict the reaction product. The product is: [N+:18]([C:21]1[CH:22]=[C:23]([S:27]([O:1][C@@H:2]2[CH2:6][N:5]([C:7]([O:9][C:10]([CH3:11])([CH3:12])[CH3:13])=[O:8])[C@H:4]([C:14]([O:16][CH3:17])=[O:15])[CH2:3]2)(=[O:29])=[O:28])[CH:24]=[CH:25][CH:26]=1)([O-:20])=[O:19].